From a dataset of Peptide-MHC class I binding affinity with 185,985 pairs from IEDB/IMGT. Regression. Given a peptide amino acid sequence and an MHC pseudo amino acid sequence, predict their binding affinity value. This is MHC class I binding data. The peptide sequence is SFNCGGEFF. The MHC is HLA-B40:02 with pseudo-sequence HLA-B40:02. The binding affinity (normalized) is 0.